The task is: Predict the reaction yield, written as a fraction of the theoretical maximum amount of product (1.0 means a 100% yield; for example, 0.34 means a 34% yield).. This data is from Reaction yield outcomes from USPTO patents with 853,638 reactions. The reactants are [Br:1][C:2]1[CH:3]=[C:4]([C:8]([F:11])=[CH:9][CH:10]=1)[C:5]([OH:7])=[O:6].S(=O)(=O)(O)O.[C:17](=O)([O-])O.[Na+]. The catalyst is CO. The product is [Br:1][C:2]1[CH:3]=[C:4]([C:8]([F:11])=[CH:9][CH:10]=1)[C:5]([O:7][CH3:17])=[O:6]. The yield is 0.810.